Dataset: Full USPTO retrosynthesis dataset with 1.9M reactions from patents (1976-2016). Task: Predict the reactants needed to synthesize the given product. (1) Given the product [C:1]([O:5][C:6]([N:8]([CH2:21][CH:22]1[CH2:27][CH2:26][N:25]([C:28]2[CH:29]=[C:30]([CH:35]=[C:36]([Cl:38])[N:37]=2)[C:31]([OH:33])=[O:32])[CH2:24][CH:23]1[C:39]1[CH:40]=[CH:41][CH:42]=[CH:43][CH:44]=1)[C@@H:9]([C:11]1[C:20]2[C:15](=[CH:16][CH:17]=[CH:18][CH:19]=2)[CH:14]=[CH:13][CH:12]=1)[CH3:10])=[O:7])([CH3:2])([CH3:3])[CH3:4], predict the reactants needed to synthesize it. The reactants are: [C:1]([O:5][C:6]([N:8]([CH2:21][CH:22]1[CH2:27][CH2:26][N:25]([C:28]2[CH:29]=[C:30]([CH:35]=[C:36]([Cl:38])[N:37]=2)[C:31]([O:33]C)=[O:32])[CH2:24][CH:23]1[C:39]1[CH:44]=[CH:43][CH:42]=[CH:41][CH:40]=1)[C@@H:9]([C:11]1[C:20]2[C:15](=[CH:16][CH:17]=[CH:18][CH:19]=2)[CH:14]=[CH:13][CH:12]=1)[CH3:10])=[O:7])([CH3:4])([CH3:3])[CH3:2].[OH-].[Na+].Cl. (2) Given the product [F:26][C:2]([F:25])([F:1])[C@H:3]([N:12]1[CH2:16][CH2:15][C@H:14]([NH:17][C:18](=[O:24])[O:19][C:20]([CH3:22])([CH3:23])[CH3:21])[CH2:13]1)[C:4]1[CH:9]=[CH:8][C:7]2[N:6]([C:43]([C:39]3[CH:38]=[CH:37][C:36]4[C:41](=[CH:42][C:33]([O:32][C@H:30]([CH3:31])[CH2:29][O:28][CH3:27])=[CH:34][CH:35]=4)[N:40]=3)=[N:11][N:10]=2)[CH:5]=1, predict the reactants needed to synthesize it. The reactants are: [F:1][C:2]([F:26])([F:25])[C@H:3]([N:12]1[CH2:16][CH2:15][C@H:14]([NH:17][C:18](=[O:24])[O:19][C:20]([CH3:23])([CH3:22])[CH3:21])[CH2:13]1)[C:4]1[CH:5]=[N:6][C:7]([NH:10][NH2:11])=[CH:8][CH:9]=1.[CH3:27][O:28][CH2:29][C@H:30]([O:32][C:33]1[CH:42]=[C:41]2[C:36]([CH:37]=[CH:38][C:39]([CH:43]=O)=[N:40]2)=[CH:35][CH:34]=1)[CH3:31].C(O)C.C(O)(=O)C.C(O)(=O)C.I(C1C=CC=CC=1)=O.C(=O)(O)[O-].[Na+]. (3) Given the product [CH:7]1([O:13][C:14]2[CH:15]=[CH:16][C:17]([CH2:18][OH:19])=[CH:21][CH:22]=2)[CH2:12][CH2:11][CH2:10][CH2:9][CH2:8]1, predict the reactants needed to synthesize it. The reactants are: [H-].[H-].[H-].[H-].[Li+].[Al+3].[CH:7]1([O:13][C:14]2[CH:22]=[CH:21][C:17]([C:18]([O-])=[O:19])=[CH:16][CH:15]=2)[CH2:12][CH2:11][CH2:10][CH2:9][CH2:8]1.O.[OH-].[K+]. (4) Given the product [NH2:9][N:10]1[O:22][C:21]2[C:20]3[CH2:19][CH2:18][N:17]([CH2:2][CH3:3])[CH2:16][C:15]=3[S:14][C:13]=2[N:12]=[C:11]1[S:23][CH2:24][CH2:25][CH2:26][N:27]1[CH2:32][CH2:31][N:30]([C:33]2[CH:42]=[CH:41][C:40]3[C:35](=[CH:36][CH:37]=[CH:38][CH:39]=3)[N:34]=2)[CH2:29][CH2:28]1, predict the reactants needed to synthesize it. The reactants are: O1CC[CH2:3][CH2:2]1.Cl.Cl.Cl.[NH2:9][N:10]1[O:22][C:21]2[C:20]3[CH2:19][CH2:18][NH:17][CH2:16][C:15]=3[S:14][C:13]=2[N:12]=[C:11]1[S:23][CH2:24][CH2:25][CH2:26][N:27]1[CH2:32][CH2:31][N:30]([C:33]2[CH:42]=[CH:41][C:40]3[C:35](=[CH:36][CH:37]=[CH:38][CH:39]=3)[N:34]=2)[CH2:29][CH2:28]1.C(I)C. (5) Given the product [CH3:1][O:2][C:3](=[O:12])[C:4]1[CH:9]=[C:8]([Cl:10])[CH:7]=[CH:6][C:5]=1[NH:11][C:24](=[O:25])[C:23]1[CH:27]=[CH:28][CH:29]=[C:21]([CH2:20][Cl:19])[CH:22]=1, predict the reactants needed to synthesize it. The reactants are: [CH3:1][O:2][C:3](=[O:12])[C:4]1[CH:9]=[C:8]([Cl:10])[CH:7]=[CH:6][C:5]=1[NH2:11].N1C=CC=CC=1.[Cl:19][CH2:20][C:21]1[CH:22]=[C:23]([CH:27]=[CH:28][CH:29]=1)[C:24](Cl)=[O:25]. (6) Given the product [Br:34][C:11]1[N:10]([CH2:19][C@H:20]2[CH2:25][CH2:24][C@H:23]([CH3:26])[CH2:22][CH2:21]2)[C:9]2[C:13](=[N:14][C:15]([C:17]#[N:18])=[N:16][C:8]=2[C:4]2[CH:5]=[N:6][CH:7]=[C:2]([Cl:1])[CH:3]=2)[N:12]=1, predict the reactants needed to synthesize it. The reactants are: [Cl:1][C:2]1[CH:3]=[C:4]([C:8]2[N:16]=[C:15]([C:17]#[N:18])[N:14]=[C:13]3[C:9]=2[N:10]([CH2:19][C@H:20]2[CH2:25][CH2:24][C@H:23]([CH3:26])[CH2:22][CH2:21]2)[CH:11]=[N:12]3)[CH:5]=[N:6][CH:7]=1.C1C(=O)N([Br:34])C(=O)C1.[O-]S([O-])(=S)=O.[Na+].[Na+]. (7) Given the product [NH2:27][C:28]([NH:30][C:4](=[O:5])[C:3]1[C:8](/[CH:19]=[CH:20]/[C:21]2[CH:26]=[CH:25][CH:24]=[CH:23][CH:22]=2)=[CH:9][C:10]([O:17][CH3:18])=[C:11]([CH2:12][CH2:13][C:14]([CH3:16])=[CH2:15])[C:2]=1[OH:1])=[O:29], predict the reactants needed to synthesize it. The reactants are: [OH:1][C:2]1[C:11]([CH2:12][CH2:13][C:14]([CH3:16])=[CH2:15])=[C:10]([O:17][CH3:18])[CH:9]=[C:8](/[CH:19]=[CH:20]/[C:21]2[CH:26]=[CH:25][CH:24]=[CH:23][CH:22]=2)[C:3]=1[C:4](OC)=[O:5].[NH2:27][C:28]([NH2:30])=[O:29]. (8) Given the product [CH3:21][O:20][C:18](=[O:19])[CH2:17][C:13]1[CH:12]=[C:11]([C:1]2[CH:6]=[CH:5][CH:4]=[CH:3][CH:2]=2)[CH:16]=[CH:15][CH:14]=1, predict the reactants needed to synthesize it. The reactants are: [C:1]1(B(O)O)[CH:6]=[CH:5][CH:4]=[CH:3][CH:2]=1.Br[C:11]1[CH:12]=[C:13]([CH2:17][C:18]([O:20][CH3:21])=[O:19])[CH:14]=[CH:15][CH:16]=1.C([O-])([O-])=O.[Na+].[Na+].C1(C)C=CC=CC=1. (9) Given the product [C:1]([N:4]1[C:13]2[C:8](=[CH:9][C:10]([C:17]3[CH:18]=[N:19][N:20]([CH:22]4[CH2:24][CH2:23]4)[CH:21]=3)=[C:11]([NH2:14])[CH:12]=2)[N:7]([C:25]([O:27][CH:28]([CH3:30])[CH3:29])=[O:26])[CH2:6][C@@H:5]1[CH3:31])(=[O:3])[CH3:2], predict the reactants needed to synthesize it. The reactants are: [C:1]([N:4]1[C:13]2[C:8](=[CH:9][C:10]([C:17]3[CH:18]=[N:19][N:20]([CH:22]4[CH2:24][CH2:23]4)[CH:21]=3)=[C:11]([N+:14]([O-])=O)[CH:12]=2)[N:7]([C:25]([O:27][CH:28]([CH3:30])[CH3:29])=[O:26])[CH2:6][C@@H:5]1[CH3:31])(=[O:3])[CH3:2]. (10) Given the product [N:27]1[CH:28]=[CH:29][C:24]([C:16]2[N:15]=[C:14]([N:11]3[CH2:12][CH2:13][CH:8]([NH2:7])[CH2:9][CH2:10]3)[C:23]3[C:18]([CH:17]=2)=[CH:19][N:20]=[CH:21][CH:22]=3)=[CH:25][CH:26]=1, predict the reactants needed to synthesize it. The reactants are: C(OC(=O)[NH:7][CH:8]1[CH2:13][CH2:12][N:11]([C:14]2[C:23]3[C:18](=[CH:19][N:20]=[CH:21][CH:22]=3)[CH:17]=[C:16]([C:24]3[CH:29]=[CH:28][N:27]=[CH:26][CH:25]=3)[N:15]=2)[CH2:10][CH2:9]1)(C)(C)C.